From a dataset of NCI-60 drug combinations with 297,098 pairs across 59 cell lines. Regression. Given two drug SMILES strings and cell line genomic features, predict the synergy score measuring deviation from expected non-interaction effect. Drug 1: CC12CCC(CC1=CCC3C2CCC4(C3CC=C4C5=CN=CC=C5)C)O. Drug 2: CC1CCC2CC(C(=CC=CC=CC(CC(C(=O)C(C(C(=CC(C(=O)CC(OC(=O)C3CCCCN3C(=O)C(=O)C1(O2)O)C(C)CC4CCC(C(C4)OC)OCCO)C)C)O)OC)C)C)C)OC. Cell line: DU-145. Synergy scores: CSS=18.6, Synergy_ZIP=-0.520, Synergy_Bliss=1.65, Synergy_Loewe=-8.98, Synergy_HSA=0.228.